Dataset: Reaction yield outcomes from USPTO patents with 853,638 reactions. Task: Predict the reaction yield, written as a fraction of the theoretical maximum amount of product (1.0 means a 100% yield; for example, 0.34 means a 34% yield). (1) The reactants are FC(F)(F)C(O)=O.[NH2:8][C:9]1[CH:33]=[CH:32][C:12]([O:13][C:14]2[CH:19]=[CH:18][N:17]=[C:16]([N:20](CC)[CH2:21][C:22]3C=CC(OC)=CC=3)[CH:15]=2)=[CH:11][C:10]=1[F:34].Cl.O. The catalyst is C(Cl)Cl. The product is [NH2:8][C:9]1[CH:33]=[CH:32][C:12]([O:13][C:14]2[CH:19]=[CH:18][N:17]=[C:16]([NH:20][CH2:21][CH3:22])[CH:15]=2)=[CH:11][C:10]=1[F:34]. The yield is 0.670. (2) The catalyst is O1CCCC1. The product is [Br:1][C:2]1[S:3][C:4]([CH3:9])=[C:5]([CH2:7][N:29]2[CH:33]=[C:32]([C:34]([O:36][CH2:37][CH3:38])=[O:35])[CH:31]=[N:30]2)[N:6]=1. The yield is 1.00. The reactants are [Br:1][C:2]1[S:3][C:4]([CH3:9])=[C:5]([CH2:7]O)[N:6]=1.C1(P(C2C=CC=CC=2)C2C=CC=CC=2)C=CC=CC=1.[NH:29]1[CH:33]=[C:32]([C:34]([O:36][CH2:37][CH3:38])=[O:35])[CH:31]=[N:30]1.N(C(OC(C)C)=O)=NC(OC(C)C)=O.[Cl-].[NH4+]. (3) The reactants are [CH2:1]1[C:10]2[C:5](=[CH:6][CH:7]=[CH:8][CH:9]=2)[CH2:4][CH2:3][CH:2]1[CH2:11][OH:12].Cl[C:14]1[N:15]=[C:16]([OH:24])[C:17]2[CH:23]=[CH:22][N:21]=[CH:20][C:18]=2[N:19]=1. No catalyst specified. The product is [CH2:1]1[C:10]2[C:5](=[CH:6][CH:7]=[CH:8][CH:9]=2)[CH2:4][CH2:3][CH:2]1[CH2:11][O:12][C:14]1[N:15]=[C:16]([OH:24])[C:17]2[CH:23]=[CH:22][N:21]=[CH:20][C:18]=2[N:19]=1. The yield is 0.0800. (4) The catalyst is O1CCCC1. The product is [N:24]1[CH:29]=[CH:28][CH:27]=[CH:26][C:25]=1[NH:30][C:31]([N:13]1[C@@H:14]2[CH2:18][N:17]([CH2:16][CH2:15]2)[C:11]2[CH:10]=[CH:9][C:8]([N:5]3[CH2:6][CH2:7][CH:3]([C:2]([F:1])([F:20])[F:21])[CH2:4]3)=[N:19][C:12]1=2)=[O:41]. The reactants are [F:1][C:2]([F:21])([F:20])[CH:3]1[CH2:7][CH2:6][N:5]([C:8]2[CH:9]=[CH:10][C:11]3[N:17]4[CH2:18][C@H:14]([CH2:15][CH2:16]4)[NH:13][C:12]=3[N:19]=2)[CH2:4]1.[H-].[Na+].[N:24]1[CH:29]=[CH:28][CH:27]=[CH:26][C:25]=1[N:30]1C(=O)N2C=CC=CC2=N[C:31]1=[O:41].O. The yield is 0.428. (5) The product is [CH2:16]([O:15][N:14]1[C:10]([CH:4]([NH2:1])[CH:5]([CH2:8][CH3:9])[CH2:6][CH3:7])=[CH:11][CH:12]=[N:13]1)[C:17]1[CH:22]=[CH:21][CH:20]=[CH:19][CH:18]=1. The yield is 0.760. The catalyst is C1COCC1. The reactants are [N:1]([CH:4]([C:10]1[N:14]([O:15][CH2:16][C:17]2[CH:22]=[CH:21][CH:20]=[CH:19][CH:18]=2)[N:13]=[CH:12][CH:11]=1)[CH:5]([CH2:8][CH3:9])[CH2:6][CH3:7])=[N+]=[N-].O.C1(P(C2C=CC=CC=2)C2C=CC=CC=2)C=CC=CC=1. (6) The reactants are [C:1]1([CH:8]=[CH:7][CH:6]=[C:4]([OH:5])[CH:3]=1)[OH:2].S(=O)(=O)(O)O.[N:14]1[CH:19]=[CH:18][CH:17]=[CH:16][C:15]=1[CH2:20][CH2:21][C:22](O)=[O:23].CC([O-])=O.[Na+].Cl. The catalyst is B(F)(F)F.CCOCC. The product is [OH:2][C:1]1[CH:3]=[C:4]([OH:5])[CH:6]=[CH:7][C:8]=1[C:22](=[O:23])[CH2:21][CH2:20][C:15]1[CH:16]=[CH:17][CH:18]=[CH:19][N:14]=1. The yield is 0.240.